Predict the reactants needed to synthesize the given product. From a dataset of Full USPTO retrosynthesis dataset with 1.9M reactions from patents (1976-2016). Given the product [C:28]([CH:11]1[CH2:12][CH2:13][N:8]([C:6]([O:5][C:1]([CH3:4])([CH3:3])[CH3:2])=[O:7])[CH:9]([CH2:15][CH:16]([CH3:18])[CH3:17])[CH2:10]1)#[N:29], predict the reactants needed to synthesize it. The reactants are: [C:1]([O:5][C:6]([N:8]1[CH2:13][CH2:12][C:11](=O)[CH2:10][CH:9]1[CH2:15][CH:16]([CH3:18])[CH3:17])=[O:7])([CH3:4])([CH3:3])[CH3:2].C1(C)C=CC(S([CH2:28][N+:29]#[C-])(=O)=O)=CC=1.CC(C)([O-])C.[K+].